This data is from Reaction yield outcomes from USPTO patents with 853,638 reactions. The task is: Predict the reaction yield, written as a fraction of the theoretical maximum amount of product (1.0 means a 100% yield; for example, 0.34 means a 34% yield). (1) The reactants are [Br:1][C:2]1[CH:9]=[CH:8][C:5]([CH:6]=[O:7])=[CH:4][CH:3]=1.[Cl:10][C:11]1[CH:16]=[CH:15][C:14]([Mg]Br)=[CH:13][CH:12]=1.[Cl-].[NH4+].C(OCC)(=O)C. The catalyst is C1COCC1. The product is [Br:1][C:2]1[CH:9]=[CH:8][C:5]([CH:6]([C:14]2[CH:15]=[CH:16][C:11]([Cl:10])=[CH:12][CH:13]=2)[OH:7])=[CH:4][CH:3]=1. The yield is 0.410. (2) The yield is 0.670. The product is [BrH:1].[N+:12]([C:9]1[CH:8]=[CH:7][C:6]([CH2:5][C@@H:4]([C:3]2[N:32]=[C:24]([C:25]3[CH:30]=[CH:29][CH:28]=[CH:27][CH:26]=3)[S:31][CH:2]=2)[NH2:15])=[CH:11][CH:10]=1)([O-:14])=[O:13]. The reactants are [Br:1][CH2:2][C:3](=O)[C@@H:4]([NH:15]C(=O)OC(C)(C)C)[CH2:5][C:6]1[CH:11]=[CH:10][C:9]([N+:12]([O-:14])=[O:13])=[CH:8][CH:7]=1.[C:24]([NH2:32])(=[S:31])[C:25]1[CH:30]=[CH:29][CH:28]=[CH:27][CH:26]=1.C(OCC)C. The catalyst is CC#N. (3) The reactants are [C:1]([C:3]1[CH:8]=[CH:7][CH:6]=[CH:5][C:4]=1[C:9]1[CH:14]=[CH:13][C:12]([CH2:15][C:16]2[C:17](=[O:42])[N:18]([C@H:28]3[CH2:33][CH2:32][C@H:31]([O:34][CH2:35][C:36](N(OC)C)=[O:37])[CH2:30][CH2:29]3)[C:19]3[N:20]([N:25]=[CH:26][N:27]=3)[C:21]=2[CH2:22][CH2:23][CH3:24])=[CH:11][CH:10]=1)#[N:2].[CH:43]([Mg]Br)=[CH2:44].Cl. The catalyst is O1CCCC1. The product is [O:42]=[C:17]1[C:16]([CH2:15][C:12]2[CH:11]=[CH:10][C:9]([C:4]3[C:3]([C:1]#[N:2])=[CH:8][CH:7]=[CH:6][CH:5]=3)=[CH:14][CH:13]=2)=[C:21]([CH2:22][CH2:23][CH3:24])[N:20]2[N:25]=[CH:26][N:27]=[C:19]2[N:18]1[C@H:28]1[CH2:29][CH2:30][C@H:31]([O:34][CH2:35][C:36](=[O:37])[CH:43]=[CH2:44])[CH2:32][CH2:33]1. The yield is 0.460. (4) The catalyst is CO. The reactants are [CH2:1]1[C:10]2[C:5](=[CH:6][CH:7]=[CH:8][CH:9]=2)[CH2:4][CH2:3][N:2]1[CH2:11][CH:12]([OH:30])[CH2:13][NH:14][C:15](=[O:29])[C:16]1[CH:21]=[CH:20][CH:19]=[C:18]([NH:22][CH:23]2[CH2:28][CH2:27][O:26][CH2:25][CH2:24]2)[CH:17]=1.[CH3:31]C(O)=O.C=O.[BH3-]C#N.[Na+]. The yield is 0.339. The product is [CH2:1]1[C:10]2[C:5](=[CH:6][CH:7]=[CH:8][CH:9]=2)[CH2:4][CH2:3][N:2]1[CH2:11][CH:12]([OH:30])[CH2:13][NH:14][C:15](=[O:29])[C:16]1[CH:21]=[CH:20][CH:19]=[C:18]([N:22]([CH3:31])[CH:23]2[CH2:24][CH2:25][O:26][CH2:27][CH2:28]2)[CH:17]=1. (5) The reactants are [C:1]1([C:7]2[CH:12]=[CH:11][N+:10]([O-])=[CH:9][CH:8]=2)[CH:6]=[CH:5][CH:4]=[CH:3][CH:2]=1.C[Si]([C:18]#[N:19])(C)C.CN(C)C(Cl)=O. The catalyst is [N+](CC)([O-])=O. The product is [C:18]([C:11]1[CH:12]=[C:7]([C:1]2[CH:6]=[CH:5][CH:4]=[CH:3][CH:2]=2)[CH:8]=[CH:9][N:10]=1)#[N:19]. The yield is 0.890. (6) The reactants are [C:1]1([OH:7])[CH:6]=[CH:5][CH:4]=[CH:3][CH:2]=1.C([O-])([O-])=O.[K+].[K+].Br[CH:15]1[CH2:20][CH2:19][O:18][C:16]1=[O:17]. The catalyst is CN(C=O)C.O. The product is [O:7]([CH:15]1[CH2:20][CH2:19][O:18][C:16]1=[O:17])[C:1]1[CH:6]=[CH:5][CH:4]=[CH:3][CH:2]=1. The yield is 0.477.